From a dataset of Catalyst prediction with 721,799 reactions and 888 catalyst types from USPTO. Predict which catalyst facilitates the given reaction. (1) Reactant: [NH2:1][CH2:2][C@H:3]([NH:7][C:8]([O:10][C:11]([CH3:14])([CH3:13])[CH3:12])=[O:9])[C:4]([OH:6])=[O:5].F[C:16]1[CH:21]=[CH:20][CH:19]=[CH:18][C:17]=1[N+:22]([O-:24])=[O:23].C([O-])(O)=O.[Na+].O. Product: [C:11]([O:10][C:8]([NH:7][C@@H:3]([CH2:2][NH:1][C:16]1[CH:21]=[CH:20][CH:19]=[CH:18][C:17]=1[N+:22]([O-:24])=[O:23])[C:4]([OH:6])=[O:5])=[O:9])([CH3:14])([CH3:13])[CH3:12]. The catalyst class is: 215. (2) Reactant: [N+:1]([C:4]1[N:9]=[CH:8][C:7]([C:10]2[CH2:11][CH2:12][N:13](C(OC(C)(C)C)=O)[CH2:14][CH:15]=2)=[CH:6][CH:5]=1)([O-:3])=[O:2].C(OC(=O)C)C.[ClH:29]. Product: [ClH:29].[N+:1]([C:4]1[N:9]=[CH:8][C:7]([C:10]2[CH2:11][CH2:12][NH:13][CH2:14][CH:15]=2)=[CH:6][CH:5]=1)([O-:3])=[O:2]. The catalyst class is: 5.